This data is from Catalyst prediction with 721,799 reactions and 888 catalyst types from USPTO. The task is: Predict which catalyst facilitates the given reaction. (1) Reactant: [OH-].[K+].CC([O-])(C)C.[K+].[CH3:9][C:10]([CH:13]=[O:14])([CH3:12])[CH3:11].[C:15]([C:18]1[CH:23]=[CH:22][CH:21]=[CH:20][CH:19]=1)(=[O:17])[CH3:16]. Product: [OH:14][CH:13]([C:10]([CH3:12])([CH3:11])[CH3:9])[CH2:16][C:15]([C:18]1[CH:23]=[CH:22][CH:21]=[CH:20][CH:19]=1)=[O:17]. The catalyst class is: 6. (2) The catalyst class is: 50. Reactant: [N+:1]([C:4]1[C:5]([CH2:10][C:11]([O:13][CH2:14][CH3:15])=[O:12])=[N:6][CH:7]=[CH:8][CH:9]=1)([O-])=O. Product: [NH2:1][C:4]1[C:5]([CH2:10][C:11]([O:13][CH2:14][CH3:15])=[O:12])=[N:6][CH:7]=[CH:8][CH:9]=1. (3) Reactant: [H-].[Al+3].[Li+].[H-].[H-].[H-].C[O:8][C:9](=O)[C:10]([CH3:21])([C:12]1[CH:17]=[CH:16][C:15]([N+:18]([O-:20])=[O:19])=[CH:14][CH:13]=1)[CH3:11].O.[OH-].[Na+]. Product: [CH3:21][C:10]([C:12]1[CH:17]=[CH:16][C:15]([N+:18]([O-:20])=[O:19])=[CH:14][CH:13]=1)([CH3:11])[CH2:9][OH:8]. The catalyst class is: 1. (4) Reactant: [Br:1][C:2]1[CH:7]=[CH:6][N:5]=[C:4]2[N:8]([S:11]([C:14]3[CH:20]=[CH:19][C:17]([CH3:18])=[CH:16][CH:15]=3)(=[O:13])=[O:12])[CH:9]=[CH:10][C:3]=12.C([N-]C(C)C)(C)C.[Li+].CCCCCCC.O1CCCC1.C(C1C=CC=CC=1)C.[I:49]I.S([O-])([O-])(=O)=S.[Na+].[Na+]. Product: [Br:1][C:2]1[CH:7]=[CH:6][N:5]=[C:4]2[N:8]([S:11]([C:14]3[CH:20]=[CH:19][C:17]([CH3:18])=[CH:16][CH:15]=3)(=[O:13])=[O:12])[C:9]([I:49])=[CH:10][C:3]=12. The catalyst class is: 30. (5) Reactant: Br[C:2]1[S:3][CH:4]=[CH:5][N:6]=1.[NH:7]1[CH2:12][CH2:11][CH:10]([C:13]([O:15][CH2:16][CH3:17])=[O:14])[CH2:9][CH2:8]1. Product: [S:3]1[CH:4]=[CH:5][N:6]=[C:2]1[N:7]1[CH2:12][CH2:11][CH:10]([C:13]([O:15][CH2:16][CH3:17])=[O:14])[CH2:9][CH2:8]1. The catalyst class is: 4. (6) Reactant: [CH2:1]([O:3][C:4](=[O:12])[C:5]1[CH:10]=[CH:9][C:8]([NH2:11])=[CH:7][CH:6]=1)[CH3:2].[Cl:13][C:14]1[CH:15]=[C:16]([CH:19]=[CH:20][C:21]=1[F:22])[CH:17]=O. Product: [CH2:1]([O:3][C:4](=[O:12])[C:5]1[CH:10]=[CH:9][C:8]([N:11]=[CH:17][C:16]2[CH:19]=[CH:20][C:21]([F:22])=[C:14]([Cl:13])[CH:15]=2)=[CH:7][CH:6]=1)[CH3:2]. The catalyst class is: 626.